Dataset: Peptide-MHC class II binding affinity with 134,281 pairs from IEDB. Task: Regression. Given a peptide amino acid sequence and an MHC pseudo amino acid sequence, predict their binding affinity value. This is MHC class II binding data. The peptide sequence is DNSFVSAISQTEVKE. The MHC is DRB5_0101 with pseudo-sequence DRB5_0101. The binding affinity (normalized) is 0.589.